Dataset: Full USPTO retrosynthesis dataset with 1.9M reactions from patents (1976-2016). Task: Predict the reactants needed to synthesize the given product. (1) The reactants are: [NH2:1][C@H:2]([C:4]1[N:13]([C:14]2[CH:19]=[CH:18][CH:17]=[C:16]([O:20][CH2:21][C:22]([F:25])([F:24])[F:23])[CH:15]=2)[C:12](=[O:26])[C:11]2[C:6](=[CH:7][CH:8]=[CH:9][C:10]=2[F:27])[N:5]=1)[CH3:3].Cl[C:29]1[C:30]2[C:37]([F:38])=[CH:36][NH:35][C:31]=2[N:32]=[CH:33][N:34]=1.C(N(C(C)C)CC)(C)C. Given the product [F:27][C:10]1[CH:9]=[CH:8][CH:7]=[C:6]2[C:11]=1[C:12](=[O:26])[N:13]([C:14]1[CH:19]=[CH:18][CH:17]=[C:16]([O:20][CH2:21][C:22]([F:23])([F:25])[F:24])[CH:15]=1)[C:4]([C@@H:2]([NH:1][C:29]1[C:30]3[C:37]([F:38])=[CH:36][NH:35][C:31]=3[N:32]=[CH:33][N:34]=1)[CH3:3])=[N:5]2, predict the reactants needed to synthesize it. (2) Given the product [CH3:10][O:11][C:12]([C:13]1[N:28]=[CH:29][S:31][C:14]=1[C:15]1[CH:20]=[CH:19][C:18]([CH3:1])=[C:17]([CH3:21])[CH:16]=1)=[O:24], predict the reactants needed to synthesize it. The reactants are: [CH3:1]CN(C(C)C)C(C)C.[CH3:10][O:11][C:12](=[O:24])[C:13](=O)[CH:14](Cl)[C:15]1[CH:16]=[C:17]([CH3:21])[CH:18]=[CH:19][CH:20]=1.Cl.CN[N:28](NC)[C:29](=[S:31])C. (3) The reactants are: [Cl:1][C:2]1[CH:40]=[CH:39][C:5]([CH2:6][N:7]2[C:15]3[C:10](=[N:11][C:12]([C:22]([O:24]C)=[O:23])=[N:13][C:14]=3[NH:16][C@@H:17]([CH:19]3[CH2:21][CH2:20]3)[CH3:18])[N:9]=[C:8]2[C:26]2[CH:37]=[C:36]([CH3:38])[CH:35]=[CH:34][C:27]=2[O:28][CH2:29][CH2:30][C:31]([OH:33])=[O:32])=[CH:4][CH:3]=1.[OH-].[Li+]. Given the product [C:31]([CH2:30][CH2:29][O:28][C:27]1[CH:34]=[CH:35][C:36]([CH3:38])=[CH:37][C:26]=1[C:8]1[N:7]([CH2:6][C:5]2[CH:4]=[CH:3][C:2]([Cl:1])=[CH:40][CH:39]=2)[C:15]2[C:10](=[N:11][C:12]([C:22]([OH:24])=[O:23])=[N:13][C:14]=2[NH:16][C@@H:17]([CH:19]2[CH2:21][CH2:20]2)[CH3:18])[N:9]=1)([OH:33])=[O:32], predict the reactants needed to synthesize it. (4) Given the product [CH3:22][N:18]1[CH2:19][CH2:20][CH2:21][N:16]2[C:15](=[O:24])[N:14]=[C:13]([O:11][CH2:10][C:3]3[CH:4]=[C:5]([F:9])[C:6]([F:8])=[CH:7][C:2]=3[F:1])[CH:23]=[C:17]12, predict the reactants needed to synthesize it. The reactants are: [F:1][C:2]1[CH:7]=[C:6]([F:8])[C:5]([F:9])=[CH:4][C:3]=1[CH2:10][OH:11].Cl[C:13]1[CH:23]=[C:17]2[N:18]([CH3:22])[CH2:19][CH2:20][CH2:21][N:16]2[C:15](=[O:24])[N:14]=1. (5) Given the product [CH2:13]([O:15][C:16](=[O:44])[C:17]([O:36][C:37]1[CH:42]=[CH:41][CH:40]=[CH:39][C:38]=1[F:43])([CH3:35])[CH2:18][C:19]1[CH:24]=[CH:23][C:22]([O:25][CH2:26][CH2:27][CH:28]2[CH2:32][N:31]([CH2:6][C:5]3[CH:8]=[CH:9][CH:10]=[C:3]([C:2]([F:12])([F:11])[F:1])[CH:4]=3)[C:30](=[O:33])[N:29]2[CH3:34])=[CH:21][CH:20]=1)[CH3:14], predict the reactants needed to synthesize it. The reactants are: [F:1][C:2]([F:12])([F:11])[C:3]1[CH:4]=[C:5]([CH:8]=[CH:9][CH:10]=1)[CH2:6]Br.[CH2:13]([O:15][C:16](=[O:44])[C:17]([O:36][C:37]1[CH:42]=[CH:41][CH:40]=[CH:39][C:38]=1[F:43])([CH3:35])[CH2:18][C:19]1[CH:24]=[CH:23][C:22]([O:25][CH2:26][CH2:27][CH:28]2[CH2:32][NH:31][C:30](=[O:33])[N:29]2[CH3:34])=[CH:21][CH:20]=1)[CH3:14].[H-].[Na+].